Predict which catalyst facilitates the given reaction. From a dataset of Catalyst prediction with 721,799 reactions and 888 catalyst types from USPTO. Reactant: C(O)(C(F)(F)F)=O.[NH2:8][C:9]([C@H:11]1[CH2:16][C@H:15]([O:17][C:18]2[CH:19]=[C:20]3[C:25](=[CH:26][C:27]=2[O:28][CH3:29])[N:24]=[CH:23][N:22]=[C:21]3[NH:30][C:31]2[CH:36]=[CH:35][CH:34]=[C:33]([Cl:37])[C:32]=2[F:38])[CH2:14][CH2:13][N:12]1C(OC(C)(C)C)=O)=[O:10]. Product: [Cl:37][C:33]1[C:32]([F:38])=[C:31]([NH:30][C:21]2[C:20]3[C:25](=[CH:26][C:27]([O:28][CH3:29])=[C:18]([O:17][C@@H:15]4[CH2:14][CH2:13][NH:12][C@@H:11]([C:9]([NH2:8])=[O:10])[CH2:16]4)[CH:19]=3)[N:24]=[CH:23][N:22]=2)[CH:36]=[CH:35][CH:34]=1. The catalyst class is: 2.